This data is from Full USPTO retrosynthesis dataset with 1.9M reactions from patents (1976-2016). The task is: Predict the reactants needed to synthesize the given product. (1) Given the product [CH3:13][O:12][C:9]1[CH:10]=[C:11]2[C:6](=[CH:7][C:8]=1[O:14][CH3:15])[N:5]=[CH:4][CH:3]=[C:2]2[O:16][C:17]1[CH:18]=[C:19]2[C:23](=[CH:24][CH:25]=1)[NH:22][C:21]([C:26]([O:28][CH2:29][CH3:30])=[O:27])=[CH:20]2, predict the reactants needed to synthesize it. The reactants are: Cl[C:2]1[C:11]2[C:6](=[CH:7][C:8]([O:14][CH3:15])=[C:9]([O:12][CH3:13])[CH:10]=2)[N:5]=[CH:4][CH:3]=1.[OH:16][C:17]1[CH:18]=[C:19]2[C:23](=[CH:24][CH:25]=1)[NH:22][C:21]([C:26]([O:28][CH2:29][CH3:30])=[O:27])=[CH:20]2.O. (2) Given the product [CH2:5]=[CH:4][CH2:3][CH2:2][CH2:1][CH2:8][CH2:9][CH2:10][CH2:11][CH2:12][CH2:5][CH2:4][CH2:3][CH:2]=[CH2:1], predict the reactants needed to synthesize it. The reactants are: [CH2:1]([Mg]Br)[CH2:2][CH2:3][CH:4]=[CH2:5].[CH2:8](O)[CH2:9][CH2:10][CH2:11][CH2:12]O. (3) Given the product [C:23]([C:27]1[N:28]=[C:29]([N:36]2[CH2:40][CH2:39][C:38]([F:41])([F:42])[CH2:37]2)[C:30]2[N:35]=[N:34][N:33]([CH2:49][C:50]([F:53])([F:52])[F:51])[C:31]=2[N:32]=1)([CH3:26])([CH3:24])[CH3:25], predict the reactants needed to synthesize it. The reactants are: C(C1N=C(N2CCC(F)(F)C2)C2N=NN(CC)C=2N=1)(C)(C)C.[C:23]([C:27]1[N:28]=[C:29]([N:36]2[CH2:40][CH2:39][C:38]([F:42])([F:41])[CH2:37]2)[C:30]2[N:35]=[N:34][NH:33][C:31]=2[N:32]=1)([CH3:26])([CH3:25])[CH3:24].FC(F)(F)S(O[CH2:49][C:50]([F:53])([F:52])[F:51])(=O)=O. (4) Given the product [S:37]([C:34]1[CH:35]=[CH:36][C:31]([CH3:41])=[CH:32][CH:33]=1)([OH:40])(=[O:39])=[O:38].[CH2:12]([C:11]1[CH:10]=[C:9]2[C:5](=[CH:4][C:3]=1[CH2:1][CH3:2])[CH2:6][CH:7]([NH:14][CH2:15][C@@H:16]([C:18]1[CH:27]=[CH:26][C:25]([OH:28])=[C:24]3[C:19]=1[CH:20]=[CH:21][C:22](=[O:29])[NH:23]3)[OH:17])[CH2:8]2)[CH3:13], predict the reactants needed to synthesize it. The reactants are: [CH2:1]([C:3]1[CH:4]=[C:5]2[C:9](=[CH:10][C:11]=1[CH2:12][CH3:13])[CH2:8][CH:7]([NH:14][CH2:15][C@@H:16]([C:18]1[CH:27]=[CH:26][C:25]([OH:28])=[C:24]3[C:19]=1[CH:20]=[CH:21][C:22](=[O:29])[NH:23]3)[OH:17])[CH2:6]2)[CH3:2].O.[C:31]1([CH3:41])[CH:36]=[CH:35][C:34]([S:37]([OH:40])(=[O:39])=[O:38])=[CH:33][CH:32]=1. (5) Given the product [OH:17][C:4]1[C:3]([NH:2][N:18]=[C:34]2[C:35](=[O:36])[N:31]([C:27]3[CH:26]=[C:25]4[C:30](=[CH:29][CH:28]=3)[CH2:22][CH2:23][CH2:24]4)[N:32]=[C:33]2[CH3:37])=[CH:8][CH:7]=[CH:6][C:5]=1[C:9]1[CH:10]=[C:11]([C:14]([OH:16])=[O:15])[S:12][CH:13]=1, predict the reactants needed to synthesize it. The reactants are: Br.[NH2:2][C:3]1[C:4]([OH:17])=[C:5]([C:9]2[CH:10]=[C:11]([C:14]([OH:16])=[O:15])[S:12][CH:13]=2)[CH:6]=[CH:7][CH:8]=1.[N:18]([O-])=O.[Na+].[CH2:22]1[C:30]2[C:25](=[CH:26][C:27]([N:31]3[C:35](=[O:36])[CH2:34][C:33]([CH3:37])=[N:32]3)=[CH:28][CH:29]=2)[CH2:24][CH2:23]1.C(=O)(O)[O-].[Na+]. (6) Given the product [CH2:38]([O:37][C:33](=[O:36])[CH2:34][CH2:35][CH:3]([C:2](=[O:7])[CH3:1])[C:4](=[O:6])[CH3:5])[CH3:39], predict the reactants needed to synthesize it. The reactants are: [CH3:1][C:2](=[O:7])[CH2:3][C:4](=[O:6])[CH3:5].C(P(CCCCCCCC)CCCCCCCC)CCCCCCC.[C:33]([O:37][CH2:38][CH3:39])(=[O:36])[CH:34]=[CH2:35].C(O)(=O)C. (7) The reactants are: [Cl:1][C:2]1[N:11]=[CH:10][C:9]2[NH:8][C:7](=[O:12])[C@@H:6]([CH3:13])[NH:5][C:4]=2[N:3]=1.C(N(CC)CC)C.[C:21]([C:23]1[CH:24]=[C:25](B(O)O)[CH:26]=[CH:27][CH:28]=1)#[N:22]. Given the product [Cl:1][C:2]1[N:11]=[CH:10][C:9]2[N:8]([C:27]3[CH:28]=[C:23]([CH:24]=[CH:25][CH:26]=3)[C:21]#[N:22])[C:7](=[O:12])[C@@H:6]([CH3:13])[NH:5][C:4]=2[N:3]=1, predict the reactants needed to synthesize it. (8) Given the product [Cl:8][C:9]1[CH:14]=[CH:13][C:12]([O:35][C:32]2[CH:31]=[CH:30][C:29]([C@H:28]3[C:21]4=[N:20][S:19](=[O:36])(=[O:18])[CH2:24][CH2:23][N:22]4[CH2:25][CH2:26][CH2:27]3)=[CH:34][CH:33]=2)=[CH:11][CH:10]=1, predict the reactants needed to synthesize it. The reactants are: C(N(CC)CC)C.[Cl:8][C:9]1[CH:14]=[CH:13][C:12](B(O)O)=[CH:11][CH:10]=1.[O:18]=[S:19]1(=[O:36])[CH2:24][CH2:23][N:22]2[CH2:25][CH2:26][CH2:27][C@@H:28]([C:29]3[CH:34]=[CH:33][C:32]([OH:35])=[CH:31][CH:30]=3)[C:21]2=[N:20]1. (9) Given the product [C:25]([C:2]1[CH:3]=[C:4]2[C:9](=[CH:10][CH:11]=1)[N:8]([CH2:12][C:13]([O:15][CH2:16][CH3:17])=[O:14])[C:7](=[O:18])[CH:6]=[CH:5]2)#[N:26], predict the reactants needed to synthesize it. The reactants are: Br[C:2]1[CH:3]=[C:4]2[C:9](=[CH:10][CH:11]=1)[N:8]([CH2:12][C:13]([O:15][CH2:16][CH3:17])=[O:14])[C:7](=[O:18])[CH:6]=[CH:5]2.C(OCC)(=O)C.[CH3:25][N:26](C)C=O.